This data is from NCI-60 drug combinations with 297,098 pairs across 59 cell lines. The task is: Regression. Given two drug SMILES strings and cell line genomic features, predict the synergy score measuring deviation from expected non-interaction effect. (1) Drug 1: CC1C(C(CC(O1)OC2CC(CC3=C2C(=C4C(=C3O)C(=O)C5=C(C4=O)C(=CC=C5)OC)O)(C(=O)CO)O)N)O.Cl. Drug 2: CN(C)N=NC1=C(NC=N1)C(=O)N. Cell line: SW-620. Synergy scores: CSS=31.8, Synergy_ZIP=0.839, Synergy_Bliss=2.20, Synergy_Loewe=4.01, Synergy_HSA=3.12. (2) Drug 1: C1=C(C(=O)NC(=O)N1)N(CCCl)CCCl. Drug 2: N.N.Cl[Pt+2]Cl. Cell line: EKVX. Synergy scores: CSS=1.15, Synergy_ZIP=-3.10, Synergy_Bliss=-6.33, Synergy_Loewe=-8.67, Synergy_HSA=-7.11. (3) Drug 1: CC12CCC3C(C1CCC2=O)CC(=C)C4=CC(=O)C=CC34C. Drug 2: CNC(=O)C1=NC=CC(=C1)OC2=CC=C(C=C2)NC(=O)NC3=CC(=C(C=C3)Cl)C(F)(F)F. Cell line: HT29. Synergy scores: CSS=31.0, Synergy_ZIP=0.885, Synergy_Bliss=-0.120, Synergy_Loewe=0.369, Synergy_HSA=0.506. (4) Drug 1: C1CC(CCC1OC2=C(C(=CC=C2)Cl)F)(CC3=NC(=CC=C3)NC4=NC=CS4)C(=O)O. Drug 2: C1CCC(C(C1)[NH-])[NH-].C(=O)(C(=O)[O-])[O-].[Pt+4]. Cell line: HCT116. Synergy scores: CSS=56.7, Synergy_ZIP=8.61, Synergy_Bliss=6.99, Synergy_Loewe=7.76, Synergy_HSA=11.8. (5) Drug 1: C1=CC(=CC=C1CCCC(=O)O)N(CCCl)CCCl. Drug 2: C1=CC(=CC=C1C#N)C(C2=CC=C(C=C2)C#N)N3C=NC=N3. Cell line: HCT-15. Synergy scores: CSS=10.8, Synergy_ZIP=-0.145, Synergy_Bliss=-5.25, Synergy_Loewe=-7.21, Synergy_HSA=-6.07.